From a dataset of Full USPTO retrosynthesis dataset with 1.9M reactions from patents (1976-2016). Predict the reactants needed to synthesize the given product. (1) The reactants are: [CH3:1][N:2]1[CH2:7][CH2:6][N:5]([C:8]2[CH:13]=[CH:12][C:11]([N+:14]([O-])=O)=[CH:10][C:9]=2[CH2:17][OH:18])[CH2:4][CH2:3]1.C([O-])=O.[NH4+]. Given the product [NH2:14][C:11]1[CH:12]=[CH:13][C:8]([N:5]2[CH2:6][CH2:7][N:2]([CH3:1])[CH2:3][CH2:4]2)=[C:9]([CH2:17][OH:18])[CH:10]=1, predict the reactants needed to synthesize it. (2) Given the product [OH:5][C:6]1[CH:15]=[CH:14][C:13]([C:23](=[O:24])[C:22]2[CH:21]=[CH:20][C:19]([N+:16]([O-:18])=[O:17])=[CH:27][CH:26]=2)=[CH:12][C:7]=1[C:8]([O:10][CH3:11])=[O:9], predict the reactants needed to synthesize it. The reactants are: [Al+3].[Cl-].[Cl-].[Cl-].[OH:5][C:6]1[CH:15]=[CH:14][CH:13]=[CH:12][C:7]=1[C:8]([O:10][CH3:11])=[O:9].[N+:16]([C:19]1[CH:27]=[CH:26][C:22]([C:23](Cl)=[O:24])=[CH:21][CH:20]=1)([O-:18])=[O:17].Cl. (3) Given the product [CH:1]1([C@H:4]([NH2:11])[C:5]2[CH:10]=[CH:9][CH:8]=[CH:7][CH:6]=2)[CH2:2][CH2:3]1, predict the reactants needed to synthesize it. The reactants are: [CH:1]1([C@H:4]([NH:11][C@@H](C(C)C)CO)[C:5]2[CH:10]=[CH:9][CH:8]=[CH:7][CH:6]=2)[CH2:3][CH2:2]1. (4) Given the product [OH:2][C:3]1[C:12]([CH3:13])=[C:11]2[C:6]([CH:7]=[C:8]([C:18]([O:20][CH3:21])=[O:19])[CH:9]([C:14]([F:17])([F:15])[F:16])[O:10]2)=[CH:5][CH:4]=1, predict the reactants needed to synthesize it. The reactants are: C[O:2][C:3]1[C:12]([CH3:13])=[C:11]2[C:6]([CH:7]=[C:8]([C:18]([O:20][CH2:21]C)=[O:19])[CH:9]([C:14]([F:17])([F:16])[F:15])[O:10]2)=[CH:5][CH:4]=1.B(Br)(Br)Br.CO. (5) The reactants are: Cl.Cl.[N:3]1([C:8]2[N:13]=[CH:12][C:11]([O:14][CH:15]3[CH2:19][CH2:18][N:17]([CH:20]4[CH2:25][CH2:24][NH:23][CH2:22][CH2:21]4)[C:16]3=[O:26])=[CH:10][CH:9]=2)[CH:7]=[N:6][N:5]=[N:4]1.CCN(C(C)C)C(C)C.Cl[C:37]1[N:42]=[CH:41][C:40]([CH2:43][CH3:44])=[CH:39][N:38]=1.O. Given the product [N:3]1([C:8]2[N:13]=[CH:12][C:11]([O:14][CH:15]3[CH2:19][CH2:18][N:17]([CH:20]4[CH2:21][CH2:22][N:23]([C:37]5[N:42]=[CH:41][C:40]([CH2:43][CH3:44])=[CH:39][N:38]=5)[CH2:24][CH2:25]4)[C:16]3=[O:26])=[CH:10][CH:9]=2)[CH:7]=[N:6][N:5]=[N:4]1, predict the reactants needed to synthesize it. (6) Given the product [C:1]([O:5][C:6]([N:8]1[CH2:14][C:13]2[CH:15]=[C:16]([N:19]3[CH2:23][CH:22]([CH2:24][NH:25][C:36](=[O:38])[CH3:37])[O:21][C:20]3=[O:26])[CH:17]=[CH:18][C:12]=2[O:11][CH2:10][CH2:9]1)=[O:7])([CH3:4])([CH3:2])[CH3:3], predict the reactants needed to synthesize it. The reactants are: [C:1]([O:5][C:6]([N:8]1[CH2:14][C:13]2[CH:15]=[C:16]([N:19]3[CH2:23][CH:22]([CH2:24][NH2:25])[O:21][C:20]3=[O:26])[CH:17]=[CH:18][C:12]=2[O:11][CH2:10][CH2:9]1)=[O:7])([CH3:4])([CH3:3])[CH3:2].C(N(C(C)C)CC)(C)C.[C:36](Cl)(=[O:38])[CH3:37]. (7) Given the product [CH3:1][C:2]1[CH:6]=[C:5]([CH3:7])[N:4]([C:8]2[N:13]=[C:12]([C:14]3[O:15][C:16]([CH3:19])=[CH:17][CH:18]=3)[N:11]=[C:10]([NH:20][C:21]([CH:23]3[O:32][CH2:27][CH2:26][NH:25][CH2:24]3)=[O:22])[CH:9]=2)[N:3]=1, predict the reactants needed to synthesize it. The reactants are: [CH3:1][C:2]1[CH:6]=[C:5]([CH3:7])[N:4]([C:8]2[N:13]=[C:12]([C:14]3[O:15][C:16]([CH3:19])=[CH:17][CH:18]=3)[N:11]=[C:10]([NH:20][C:21]([C@H:23]3[CH2:27][CH2:26][NH:25][CH2:24]3)=[O:22])[CH:9]=2)[N:3]=1.C([O:32]C(N1CCOC(C(O)=O)C1)=O)(C)(C)C. (8) The reactants are: [N+:1]([C:4]1[CH:9]=[CH:8][CH:7]=[CH:6][C:5]=1[OH:10])([O-])=O.O(CC)[C:12]([S-])=[S:13].[K+]. Given the product [SH:13][C:12]1[O:10][C:5]2[CH:6]=[CH:7][CH:8]=[CH:9][C:4]=2[N:1]=1, predict the reactants needed to synthesize it. (9) Given the product [F:40][CH:11]([C:7]1[CH:8]=[CH:9][CH:10]=[C:5]([O:4][CH:2]([CH3:3])[CH3:1])[CH:6]=1)[CH2:12][O:13][C:14]1[CH:19]=[CH:18][C:17]([C:20]2[O:24][N:23]=[C:22]([O:25][CH2:26][O:27][CH3:28])[CH:21]=2)=[CH:16][CH:15]=1, predict the reactants needed to synthesize it. The reactants are: [CH3:1][CH:2]([O:4][C:5]1[CH:6]=[C:7]([CH:11](O)[CH2:12][O:13][C:14]2[CH:19]=[CH:18][C:17]([C:20]3[O:24][N:23]=[C:22]([O:25][CH2:26][O:27][CH3:28])[CH:21]=3)=[CH:16][CH:15]=2)[CH:8]=[CH:9][CH:10]=1)[CH3:3].COCCN(S(F)(F)[F:40])CCOC.